The task is: Predict the product of the given reaction.. This data is from Forward reaction prediction with 1.9M reactions from USPTO patents (1976-2016). (1) Given the reactants [NH2:1][C:2]1[CH:10]=[CH:9][C:5]([C:6]([OH:8])=[O:7])=[CH:4][C:3]=1[CH3:11].[C:12](NC1C=CC(C(O)=O)=CC=1)([O:14][C:15]([CH3:18])([CH3:17])[CH3:16])=[O:13], predict the reaction product. The product is: [C:12]([NH:1][C:2]1[CH:10]=[CH:9][C:5]([C:6]([OH:8])=[O:7])=[CH:4][C:3]=1[CH3:11])([O:14][C:15]([CH3:18])([CH3:17])[CH3:16])=[O:13]. (2) Given the reactants [O:1]1[C:3]2([CH2:8][CH2:7][N:6]([C:9]3[CH:14]=[CH:13][C:12]([N:15]4[CH2:19][C@H:18]([CH2:20][NH:21][C:22](=[O:24])[CH3:23])[O:17][C:16]4=[O:25])=[CH:11][C:10]=3[F:26])[CH2:5][CH2:4]2)[CH2:2]1.[CH:27]1([NH2:30])[CH2:29][CH2:28]1, predict the reaction product. The product is: [CH:27]1([NH:30][CH2:2][C:3]2([OH:1])[CH2:4][CH2:5][N:6]([C:9]3[CH:14]=[CH:13][C:12]([N:15]4[CH2:19][C@H:18]([CH2:20][NH:21][C:22](=[O:24])[CH3:23])[O:17][C:16]4=[O:25])=[CH:11][C:10]=3[F:26])[CH2:7][CH2:8]2)[CH2:29][CH2:28]1. (3) Given the reactants C(OC(=O)[NH:7][CH2:8][C:9]([NH:11][C@H:12]([B:17]1[O:21][C@@H:20]2[CH2:22][C@@H:23]3[CH2:26][C@H:25]([C@:19]2([CH3:29])[O:18]1)[C:24]3([CH3:28])[CH3:27])[CH2:13][CH:14]([CH3:16])[CH3:15])=[O:10])(C)(C)C.Cl, predict the reaction product. The product is: [NH2:7][CH2:8][C:9]([NH:11][C@H:12]([B:17]1[O:21][C@@H:20]2[CH2:22][C@@H:23]3[CH2:26][C@H:25]([C@:19]2([CH3:29])[O:18]1)[C:24]3([CH3:27])[CH3:28])[CH2:13][CH:14]([CH3:16])[CH3:15])=[O:10].